From a dataset of Rat liver microsome stability data. Regression/Classification. Given a drug SMILES string, predict its absorption, distribution, metabolism, or excretion properties. Task type varies by dataset: regression for continuous measurements (e.g., permeability, clearance, half-life) or binary classification for categorical outcomes (e.g., BBB penetration, CYP inhibition). Dataset: rlm. (1) The drug is C=C1CC[C@@]2(O)[C@H]3Cc4ccc(O)c5c4[C@@]2(CCN3CC2CC2)[C@H]1O5. The result is 0 (unstable in rat liver microsomes). (2) The drug is O=C(COc1ccccc1)NC(c1ccc([N+](=O)[O-])cc1)c1cc(Cl)c2cccnc2c1O. The result is 1 (stable in rat liver microsomes). (3) The compound is CNC(=O)c1cnc(NC(=O)C2CC2)cc1Nc1ccccc1S(C)(=O)=O. The result is 0 (unstable in rat liver microsomes). (4) The drug is CC(C)[C@H]1CC[C@@H](N2CCC(n3cc(CN)c4ccccc43)CC2)CC1. The result is 0 (unstable in rat liver microsomes). (5) The compound is Cc1ccc(/C=C/c2nc3ccccc3n2S(=O)(=O)c2ccc(Br)cc2)cc1. The result is 1 (stable in rat liver microsomes).